From a dataset of Catalyst prediction with 721,799 reactions and 888 catalyst types from USPTO. Predict which catalyst facilitates the given reaction. Reactant: [NH2:1][C:2]1[C:10]([CH3:11])=[CH:9][CH:8]=[CH:7][C:3]=1[C:4](O)=[O:5].Cl.[CH3:13][NH:14][O:15][CH3:16].C1C=CC2N(O)N=NC=2C=1.C(Cl)CCl. Product: [NH2:1][C:2]1[C:10]([CH3:11])=[CH:9][CH:8]=[CH:7][C:3]=1[C:4]([N:14]([O:15][CH3:16])[CH3:13])=[O:5]. The catalyst class is: 624.